From a dataset of Reaction yield outcomes from USPTO patents with 853,638 reactions. Predict the reaction yield, written as a fraction of the theoretical maximum amount of product (1.0 means a 100% yield; for example, 0.34 means a 34% yield). The reactants are [CH3:1][C:2]1[C:10]([N+:11]([O-:13])=[O:12])=[CH:9][CH:8]=[CH:7][C:3]=1[C:4]([OH:6])=[O:5].[Br:14]N1C(C)(C)C(=O)N(Br)C1=O. The catalyst is OS(O)(=O)=O. The product is [Br:14][C:8]1[CH:9]=[C:10]([N+:11]([O-:13])=[O:12])[C:2]([CH3:1])=[C:3]([CH:7]=1)[C:4]([OH:6])=[O:5]. The yield is 0.999.